From a dataset of HIV replication inhibition screening data with 41,000+ compounds from the AIDS Antiviral Screen. Binary Classification. Given a drug SMILES string, predict its activity (active/inactive) in a high-throughput screening assay against a specified biological target. (1) The compound is CCC(C)(C(=O)O)C(=O)O. The result is 0 (inactive). (2) The molecule is CSc1ccn(C2CC(F)C(CO)O2)c(=O)n1. The result is 1 (active). (3) The drug is CC(=N)C(C#N)C(=S)S. The result is 0 (inactive). (4) The drug is C[N+](C)(CCCCCC[N+](C)(C)C1c2ccccc2-c2ccccc21)C1c2ccccc2-c2ccccc21. The result is 0 (inactive). (5) The compound is O=C(NN=Cc1ccccc1O)c1ccccc1Nc1ccccc1C(=O)NN=Cc1ccccc1O. The result is 0 (inactive). (6) The molecule is CC(=O)N(C)c1ccc2ncccc2c1[N+](=O)[O-]. The result is 0 (inactive). (7) The drug is O=C1c2ccc(S(=O)(=O)O)cc2C(=O)c2cc(S(=O)(=O)O)ccc21. The result is 0 (inactive). (8) The result is 0 (inactive). The compound is CC(C)CCCCCCCCCCCCC(=O)NCC(=O)NC1C(O)C(O)C(Nc2ncnc3[nH]cnc23)OC1C(O)CO. (9) The compound is O=C(NC12CC3CC(NC(=O)c4ccccc4)(CC(C1)c1ccccc13)C2)c1ccccc1. The result is 0 (inactive). (10) The compound is Cc1nc2ccccc2c2c(N)cccc12. The result is 0 (inactive).